This data is from Merck oncology drug combination screen with 23,052 pairs across 39 cell lines. The task is: Regression. Given two drug SMILES strings and cell line genomic features, predict the synergy score measuring deviation from expected non-interaction effect. (1) Drug 1: CCC1=CC2CN(C1)Cc1c([nH]c3ccccc13)C(C(=O)OC)(c1cc3c(cc1OC)N(C)C1C(O)(C(=O)OC)C(OC(C)=O)C4(CC)C=CCN5CCC31C54)C2. Drug 2: Cn1cc(-c2cnn3c(N)c(Br)c(C4CCCNC4)nc23)cn1. Synergy scores: synergy=-11.9. Cell line: UWB1289. (2) Drug 1: COC1CC2CCC(C)C(O)(O2)C(=O)C(=O)N2CCCCC2C(=O)OC(C(C)CC2CCC(OP(C)(C)=O)C(OC)C2)CC(=O)C(C)C=C(C)C(O)C(OC)C(=O)C(C)CC(C)C=CC=CC=C1C. Drug 2: CNC(=O)c1cc(Oc2ccc(NC(=O)Nc3ccc(Cl)c(C(F)(F)F)c3)cc2)ccn1. Cell line: CAOV3. Synergy scores: synergy=16.1.